From a dataset of Full USPTO retrosynthesis dataset with 1.9M reactions from patents (1976-2016). Predict the reactants needed to synthesize the given product. Given the product [Cl:24][C:25]1[CH:32]=[CH:31][C:28]([CH2:29][N:8]2[C:9](=[O:13])[C:10]3[N:11]([CH3:12])[C:3]([O:2][CH3:1])=[N:4][C:5]=3[N:6]([CH2:15][CH2:16][CH3:17])[C:7]2=[O:14])=[CH:27][CH:26]=1, predict the reactants needed to synthesize it. The reactants are: [CH3:1][O:2][C:3]1[N:11]([CH3:12])[C:10]2[C:9](=[O:13])[NH:8][C:7](=[O:14])[N:6]([CH2:15][CH2:16][CH3:17])[C:5]=2[N:4]=1.C(=O)([O-])[O-].[Cs+].[Cs+].[Cl:24][C:25]1[CH:32]=[CH:31][C:28]([CH2:29]Br)=[CH:27][CH:26]=1.CCOC(C)=O.